Dataset: Peptide-MHC class I binding affinity with 185,985 pairs from IEDB/IMGT. Task: Regression. Given a peptide amino acid sequence and an MHC pseudo amino acid sequence, predict their binding affinity value. This is MHC class I binding data. (1) The peptide sequence is ELNIVDEII. The MHC is HLA-A02:01 with pseudo-sequence HLA-A02:01. The binding affinity (normalized) is 0.119. (2) The peptide sequence is HENRMVLASTT. The MHC is HLA-B40:01 with pseudo-sequence HLA-B40:01. The binding affinity (normalized) is 0.00748. (3) The peptide sequence is ITWETPMIW. The MHC is HLA-B08:01 with pseudo-sequence HLA-B08:01. The binding affinity (normalized) is 0.0847. (4) The peptide sequence is RLSCAASGFTF. The MHC is HLA-A01:01 with pseudo-sequence HLA-A01:01. The binding affinity (normalized) is 0.